This data is from Forward reaction prediction with 1.9M reactions from USPTO patents (1976-2016). The task is: Predict the product of the given reaction. Given the reactants [CH3:1][C:2]1([CH3:26])[C:7](=[O:8])[NH:6][C:5]2[CH:9]=[CH:10][C:11]([CH2:13][N:14]([S:22]([CH3:25])(=[O:24])=[O:23])[C:15](=[O:21])[O:16][C:17]([CH3:20])([CH3:19])[CH3:18])=[CH:12][C:4]=2[O:3]1.[F:27][C:28]1[CH:33]=[CH:32][C:31](B(O)O)=[CH:30][CH:29]=1, predict the reaction product. The product is: [F:27][C:28]1[CH:33]=[CH:32][C:31]([N:6]2[C:5]3[CH:9]=[CH:10][C:11]([CH2:13][N:14]([S:22]([CH3:25])(=[O:24])=[O:23])[C:15](=[O:21])[O:16][C:17]([CH3:18])([CH3:19])[CH3:20])=[CH:12][C:4]=3[O:3][C:2]([CH3:26])([CH3:1])[C:7]2=[O:8])=[CH:30][CH:29]=1.